This data is from Full USPTO retrosynthesis dataset with 1.9M reactions from patents (1976-2016). The task is: Predict the reactants needed to synthesize the given product. (1) Given the product [C:20]([O:19][C:18](=[O:24])[N:17]([CH2:16][C:4]1[CH:3]=[C:2]([C:33]2[CH:32]=[CH:31][N:30]=[CH:29][C:28]=2[F:27])[N:6]([S:7]([C:10]2[CH:11]=[N:12][CH:13]=[CH:14][CH:15]=2)(=[O:9])=[O:8])[CH:5]=1)[CH3:25])([CH3:23])([CH3:22])[CH3:21], predict the reactants needed to synthesize it. The reactants are: Br[C:2]1[N:6]([S:7]([C:10]2[CH:11]=[N:12][CH:13]=[CH:14][CH:15]=2)(=[O:9])=[O:8])[CH:5]=[C:4]([CH2:16][N:17]([CH3:25])[C:18](=[O:24])[O:19][C:20]([CH3:23])([CH3:22])[CH3:21])[CH:3]=1.O.[F:27][C:28]1[CH:29]=[N:30][CH:31]=[CH:32][C:33]=1B(O)O.C(=O)([O-])O.[Na+].COCCOC. (2) Given the product [CH:19]([N:18]1[C:14]([C:12]2[N:13]=[C:6]3[C:5]4[CH:22]=[CH:23][C:2]([C:27]5[CH:28]=[CH:29][CH:30]=[CH:31][C:26]=5[CH2:25][OH:24])=[CH:3][C:4]=4[O:10][CH2:9][CH2:8][N:7]3[CH:11]=2)=[N:15][CH:16]=[N:17]1)([CH3:21])[CH3:20], predict the reactants needed to synthesize it. The reactants are: Br[C:2]1[CH:23]=[CH:22][C:5]2[C:6]3[N:7]([CH:11]=[C:12]([C:14]4[N:18]([CH:19]([CH3:21])[CH3:20])[N:17]=[CH:16][N:15]=4)[N:13]=3)[CH2:8][CH2:9][O:10][C:4]=2[CH:3]=1.[OH:24][CH2:25][C:26]1[CH:31]=[CH:30][CH:29]=[CH:28][C:27]=1B(O)O. (3) Given the product [Cl:19][C:14]1[CH:13]=[C:12]([NH:11][C:10](=[NH:20])[NH:9][C:4]2[N:3]=[C:2]([NH:21][C@@H:22]3[CH2:27][CH2:26][CH2:25][N:24]([C:28]([O:30][C:31]([CH3:34])([CH3:33])[CH3:32])=[O:29])[CH2:23]3)[CH:7]=[C:6]([CH3:8])[N:5]=2)[CH:17]=[CH:16][C:15]=1[Cl:18], predict the reactants needed to synthesize it. The reactants are: Cl[C:2]1[CH:7]=[C:6]([CH3:8])[N:5]=[C:4]([NH:9][C:10](=[NH:20])[NH:11][C:12]2[CH:17]=[CH:16][C:15]([Cl:18])=[C:14]([Cl:19])[CH:13]=2)[N:3]=1.[NH2:21][C@@H:22]1[CH2:27][CH2:26][CH2:25][N:24]([C:28]([O:30][C:31]([CH3:34])([CH3:33])[CH3:32])=[O:29])[CH2:23]1.C(N(C(C)C)CC)(C)C.O. (4) The reactants are: Cl[C:2]([O:4][C:5]1[CH:10]=[CH:9][C:8]([NH:11][C:12](=[O:20])[CH2:13][CH:14]2[CH2:19][CH2:18][CH2:17][CH2:16][CH2:15]2)=[CH:7][CH:6]=1)=[O:3].[OH:21][CH2:22][CH:23]1[CH2:28][CH2:27][NH:26][CH2:25][CH2:24]1. Given the product [CH:14]1([CH2:13][C:12]([NH:11][C:8]2[CH:9]=[CH:10][C:5]([O:4][C:2]([N:26]3[CH2:27][CH2:28][CH:23]([CH2:22][OH:21])[CH2:24][CH2:25]3)=[O:3])=[CH:6][CH:7]=2)=[O:20])[CH2:19][CH2:18][CH2:17][CH2:16][CH2:15]1, predict the reactants needed to synthesize it. (5) Given the product [F:1][C:2]([F:16])([F:15])[C:3]1[CH:14]=[CH:13][CH:12]=[CH:11][C:4]=1[O:5][C@H:6]1[CH2:9][CH2:8][C@H:7]1[NH:17][CH2:18][CH2:19][OH:20], predict the reactants needed to synthesize it. The reactants are: [F:1][C:2]([F:16])([F:15])[C:3]1[CH:14]=[CH:13][CH:12]=[CH:11][C:4]=1[O:5][CH:6]1[CH2:9][CH2:8][C:7]1=O.[NH2:17][CH2:18][CH2:19][OH:20].C(O[BH-](OC(=O)C)OC(=O)C)(=O)C.[Na+].[OH-].[Na+]. (6) Given the product [CH3:1][O:2][CH2:3][C:4]([O:7][N:8]1[C:12](=[O:13])[CH2:11][CH2:10][C:9]1=[O:14])=[O:5], predict the reactants needed to synthesize it. The reactants are: [CH3:1][O:2][CH2:3][C:4](Cl)=[O:5].[OH:7][N:8]1[C:12](=[O:13])[CH2:11][CH2:10][C:9]1=[O:14].C([O-])(O)=O.[Na+]. (7) The reactants are: CCN(C(C)C)C(C)C.CCN=C=NCCCN(C)C.C1C=CC2N(O)N=NC=2C=1.FC(F)(F)C(O)=O.[Cl:38][CH2:39][CH2:40][CH2:41]/[C:42](=[CH:46]\[C:47]1[CH:52]=[CH:51][C:50]([N:53]2[CH:57]=[C:56]([CH3:58])[N:55]=[CH:54]2)=[C:49]([F:59])[CH:48]=1)/[C:43]([OH:45])=O.Cl.[NH2:61][C@H:62]([C:66]1[CH:71]=[C:70]([F:72])[C:69]([F:73])=[C:68]([F:74])[CH:67]=1)[C@H:63]([OH:65])[CH3:64]. Given the product [OH:65][C@H:63]([CH3:64])[C@H:62]([NH:61][C:43](=[O:45])/[C:42](=[CH:46]/[C:47]1[CH:52]=[CH:51][C:50]([N:53]2[CH:57]=[C:56]([CH3:58])[N:55]=[CH:54]2)=[C:49]([F:59])[CH:48]=1)/[CH2:41][CH2:40][CH2:39][Cl:38])[C:66]1[CH:67]=[C:68]([F:74])[C:69]([F:73])=[C:70]([F:72])[CH:71]=1, predict the reactants needed to synthesize it. (8) Given the product [CH:26]1([CH2:25][CH2:24][O:22][C:8]2([C:5]3[CH:4]=[CH:3][C:2]([F:1])=[CH:7][CH:6]=3)[CH2:13][CH2:12][C:11]([C:16]3[CH:17]=[CH:18][CH:19]=[CH:20][CH:21]=3)([C:14]#[N:15])[CH2:10][CH2:9]2)[CH2:28][CH2:27]1, predict the reactants needed to synthesize it. The reactants are: [F:1][C:2]1[CH:7]=[CH:6][C:5]([C:8]2([OH:22])[CH2:13][CH2:12][C:11]([C:16]3[CH:21]=[CH:20][CH:19]=[CH:18][CH:17]=3)([C:14]#[N:15])[CH2:10][CH2:9]2)=[CH:4][CH:3]=1.Br[CH2:24][CH2:25][CH:26]1[CH2:28][CH2:27]1.[H-].[Na+].O. (9) Given the product [O:9]1[C:10]2[C:5](=[CH:4][CH:3]=[CH:2][CH:11]=2)[C:6](=[O:17])[CH:7]=[CH:8]1, predict the reactants needed to synthesize it. The reactants are: O[C:2]1[C:11](/C=C/C)=[C:10]2[C:5]([C:6](=[O:17])[C:7](C)=[C:8](C)[O:9]2)=[C:4](C)[C:3]=1/C=C/C.O=[O+][O-].CSC. (10) Given the product [C:1]([O:4][C:5]1[CH:10]=[CH:9][C:8]2[NH:11][CH:12]=[N:14][C:7]=2[CH:6]=1)(=[O:3])[CH3:2], predict the reactants needed to synthesize it. The reactants are: [C:1]([O:4][C:5]1[CH:10]=[CH:9][C:8]([NH:11][CH:12]=O)=[C:7]([NH2:14])[CH:6]=1)(=[O:3])[CH3:2].